From a dataset of Reaction yield outcomes from USPTO patents with 853,638 reactions. Predict the reaction yield, written as a fraction of the theoretical maximum amount of product (1.0 means a 100% yield; for example, 0.34 means a 34% yield). The reactants are [CH3:1][O:2][C:3](=[O:30])[C@@H:4]([NH:10]C(C1C=CC=CC=1)(C1C=CC=CC=1)C1C=CC=CC=1)[C@H:5]([N:7]=[N+:8]=[N-:9])[CH3:6].C(O)(C(F)(F)F)=O.C(Cl)[Cl:39]. The catalyst is Cl. The product is [ClH:39].[CH3:1][O:2][C:3](=[O:30])[C@@H:4]([NH2:10])[C@H:5]([N:7]=[N+:8]=[N-:9])[CH3:6]. The yield is 0.970.